From a dataset of CYP2D6 inhibition data for predicting drug metabolism from PubChem BioAssay. Regression/Classification. Given a drug SMILES string, predict its absorption, distribution, metabolism, or excretion properties. Task type varies by dataset: regression for continuous measurements (e.g., permeability, clearance, half-life) or binary classification for categorical outcomes (e.g., BBB penetration, CYP inhibition). Dataset: cyp2d6_veith. (1) The molecule is COCC(=O)N1CCC2(CC1)CCN(c1ccc(-c3ccccc3)cc1)CC2. The result is 1 (inhibitor). (2) The compound is COCCn1c(=O)c(-c2cc(F)cc(F)c2)nc2cnc(Oc3ccc(OC)cc3)nc21. The result is 0 (non-inhibitor). (3) The result is 1 (inhibitor). The compound is C[C@@H](Cc1cccc(C(F)(F)F)c1)NCCOC(=O)c1ccccc1.